Dataset: Full USPTO retrosynthesis dataset with 1.9M reactions from patents (1976-2016). Task: Predict the reactants needed to synthesize the given product. (1) Given the product [CH3:13][S:1][C:2]1[S:3][C:4]2[CH:10]=[CH:9][C:8]([C:11]#[N:12])=[CH:7][C:5]=2[N:6]=1, predict the reactants needed to synthesize it. The reactants are: [S:1]=[C:2]1[NH:6][C:5]2[CH:7]=[C:8]([C:11]#[N:12])[CH:9]=[CH:10][C:4]=2[S:3]1.[CH3:13]CN(CC)CC.CI. (2) The reactants are: [NH2:1][C:2]1[CH:7]=[CH:6][C:5]([Cl:8])=[CH:4][C:3]=1[C:9]([C:11]1[CH:16]=[CH:15][N:14]=[C:13]([CH3:17])[CH:12]=1)=[O:10].[C:18]([C:22]1[CH:27]=[CH:26][C:25]([S:28](Cl)(=[O:30])=[O:29])=[CH:24][CH:23]=1)([CH3:21])([CH3:20])[CH3:19]. Given the product [C:18]([C:22]1[CH:27]=[CH:26][C:25]([S:28]([NH:1][C:2]2[CH:7]=[CH:6][C:5]([Cl:8])=[CH:4][C:3]=2[C:9]([C:11]2[CH:16]=[CH:15][N:14]=[C:13]([CH3:17])[CH:12]=2)=[O:10])(=[O:30])=[O:29])=[CH:24][CH:23]=1)([CH3:21])([CH3:19])[CH3:20], predict the reactants needed to synthesize it. (3) The reactants are: C(OC([NH:7][C@@:8]1([C:18]([OH:20])=[O:19])[C@@H:13]([F:14])[CH2:12][C@@H:11]2[C@H:9]1[C@H:10]2[C:15]([OH:17])=[O:16])=O)C=C.Br[CH2:22][C:23]1[O:24][C:25](=[O:29])[O:26][C:27]=1[CH3:28]. Given the product [NH2:7][C@@:8]1([C:18]([O:20][CH2:22][C:23]2[O:24][C:25](=[O:29])[O:26][C:27]=2[CH3:28])=[O:19])[C@@H:13]([F:14])[CH2:12][C@@H:11]2[C@H:9]1[C@H:10]2[C:15]([O:17][CH2:22][C:23]1[O:24][C:25](=[O:29])[O:26][C:27]=1[CH3:28])=[O:16], predict the reactants needed to synthesize it. (4) Given the product [O:3]1[C:4]2[C:5](=[N:6][CH:7]=[CH:8][CH:9]=2)[CH:10]=[C:17]([C:18]([O:20][CH2:27][CH3:28])=[O:19])[CH2:21]1, predict the reactants needed to synthesize it. The reactants are: [H-].[Na+].[OH:3][C:4]1[C:5]([CH:10]=O)=[N:6][CH:7]=[CH:8][CH:9]=1.C(OP(OCC)([C:17](=[CH2:21])[C:18]([OH:20])=[O:19])=O)C.[NH4+].[Cl-].[CH2:27]1COC[CH2:28]1. (5) The reactants are: [CH3:1][C:2]1[N:3]([CH2:22][CH:23]2[CH2:28][CH2:27][N:26](C(OCC3C=CC=CC=3)=O)[CH2:25][CH2:24]2)[C:4]2[C:9]([CH:10]=1)=[CH:8][C:7]([C:11]1[CH:12]=[N:13][N:14]([CH:16]3[CH2:21][CH2:20][CH2:19][CH2:18][O:17]3)[CH:15]=1)=[CH:6][CH:5]=2.CO. Given the product [CH3:1][C:2]1[N:3]([CH2:22][CH:23]2[CH2:24][CH2:25][NH:26][CH2:27][CH2:28]2)[C:4]2[C:9]([CH:10]=1)=[CH:8][C:7]([C:11]1[CH:12]=[N:13][N:14]([CH:16]3[CH2:21][CH2:20][CH2:19][CH2:18][O:17]3)[CH:15]=1)=[CH:6][CH:5]=2, predict the reactants needed to synthesize it. (6) The reactants are: COC[O:4][C:5]1[CH:10]=[C:9]([O:11]COC)[CH:8]=[CH:7][C:6]=1[CH:15]1[CH2:20][CH2:19][C:18](=[CH:21][C:22]#[N:23])[CH2:17][CH2:16]1.Cl.C(=O)(O)[O-].[Na+]. Given the product [OH:4][C:5]1[CH:10]=[C:9]([OH:11])[CH:8]=[CH:7][C:6]=1[CH:15]1[CH2:16][CH2:17][C:18](=[CH:21][C:22]#[N:23])[CH2:19][CH2:20]1, predict the reactants needed to synthesize it. (7) The reactants are: [OH:1][C:2]1[CH:7]=[CH:6][C:5]([NH:8][C:9]([C:11]2[C:12](=[O:24])[N:13]([C:18]3[CH:23]=[CH:22][CH:21]=[CH:20][CH:19]=3)[N:14]([CH3:17])[C:15]=2[CH3:16])=[O:10])=[CH:4][CH:3]=1.CC(C)([O-])C.[K+].Cl[C:32]1[CH:37]=[CH:36][N:35]=[C:34]([C:38]([NH2:40])=[O:39])[CH:33]=1. Given the product [CH3:17][N:14]1[C:15]([CH3:16])=[C:11]([C:9]([NH:8][C:5]2[CH:6]=[CH:7][C:2]([O:1][C:32]3[CH:37]=[CH:36][N:35]=[C:34]([C:38]([NH2:40])=[O:39])[CH:33]=3)=[CH:3][CH:4]=2)=[O:10])[C:12](=[O:24])[N:13]1[C:18]1[CH:19]=[CH:20][CH:21]=[CH:22][CH:23]=1, predict the reactants needed to synthesize it.